This data is from Forward reaction prediction with 1.9M reactions from USPTO patents (1976-2016). The task is: Predict the product of the given reaction. (1) Given the reactants [CH3:1][O:2][C:3]1[CH:8]=[CH:7][CH:6]=[CH:5][C:4]=1[NH:9][NH:10][C:11](=[O:13])[CH3:12].[Cl:14][C:15]1[CH:20]=[CH:19][C:18]([C:21](=O)CC(OCC)=O)=[CH:17][CH:16]=1.P(Cl)(Cl)Cl, predict the reaction product. The product is: [Cl:14][C:15]1[CH:20]=[CH:19][C:18]([C:21]2[N:9]([C:4]3[CH:5]=[CH:6][CH:7]=[CH:8][C:3]=3[O:2][CH3:1])[NH:10][C:11](=[O:13])[CH:12]=2)=[CH:17][CH:16]=1. (2) Given the reactants CO[C:3]1[CH:8]=[CH:7][C:6]([O:9]C)=[CH:5][C:4]=1[CH2:11][C:12]([C:14]1[CH:19]=[CH:18][C:17]([O:20]C)=[CH:16][CH:15]=1)=[O:13].Cl.N1C=CC=CC=1, predict the reaction product. The product is: [OH:20][C:17]1[CH:18]=[CH:19][C:14]([C:12]2[O:13][C:3]3[CH:8]=[CH:7][C:6]([OH:9])=[CH:5][C:4]=3[CH:11]=2)=[CH:15][CH:16]=1. (3) Given the reactants [CH:1]1([C:4]2[CH:9]=[C:8]([CH2:10][N:11]3[CH2:14][C:13]4([CH2:18][C:17]([N:19]5[CH2:24][CH2:23][C:22]([CH3:30])([C:25]([O:27][CH2:28][CH3:29])=[O:26])[CH2:21][CH2:20]5)=[N:16][O:15]4)[CH2:12]3)[C:7](OS(C(F)(F)F)(=O)=O)=[CH:6][C:5]=2[C:39]2[CH:44]=[CH:43][C:42]([F:45])=[CH:41][CH:40]=2)[CH2:3][CH2:2]1.O.[CH3:47][N:48](C=O)C, predict the reaction product. The product is: [C:47]([C:7]1[C:8]([CH2:10][N:11]2[CH2:12][C:13]3([CH2:18][C:17]([N:19]4[CH2:24][CH2:23][C:22]([CH3:30])([C:25]([O:27][CH2:28][CH3:29])=[O:26])[CH2:21][CH2:20]4)=[N:16][O:15]3)[CH2:14]2)=[CH:9][C:4]([CH:1]2[CH2:3][CH2:2]2)=[C:5]([C:39]2[CH:40]=[CH:41][C:42]([F:45])=[CH:43][CH:44]=2)[CH:6]=1)#[N:48]. (4) Given the reactants C[O:2][C:3]1[C:11]2[CH:10]=[C:9]([C:12]3[S:13][C:14]([CH3:17])=[N:15][N:16]=3)[O:8][C:7]=2[CH:6]=[CH:5][CH:4]=1.B(Br)(Br)Br, predict the reaction product. The product is: [OH:2][C:3]1[C:11]2[CH:10]=[C:9]([C:12]3[S:13][C:14]([CH3:17])=[N:15][N:16]=3)[O:8][C:7]=2[CH:6]=[CH:5][CH:4]=1. (5) The product is: [CH3:15][C:16]1[CH:24]=[CH:23][C:22]([CH3:25])=[CH:21][C:17]=1[C:18]([NH:14][CH2:13][CH2:12][C:2]12[CH2:9][CH:8]3[CH2:7][CH:6]([CH2:5][CH:4]([CH2:10]3)[CH2:3]1)[CH2:11]2)=[O:19]. Given the reactants Cl.[C:2]12([CH2:12][CH2:13][NH2:14])[CH2:11][CH:6]3[CH2:7][CH:8]([CH2:10][CH:4]([CH2:5]3)[CH2:3]1)[CH2:9]2.[CH3:15][C:16]1[CH:24]=[CH:23][C:22]([CH3:25])=[CH:21][C:17]=1[C:18](O)=[O:19], predict the reaction product. (6) Given the reactants [CH2:1]([O:3][CH2:4][C:5]1[N:6]([CH2:19][C:20]([OH:23])([CH3:22])[CH3:21])[C:7]2[C:16]3[CH:15]=[CH:14][C:13]([OH:17])=[CH:12][C:11]=3[N:10]=[CH:9][C:8]=2[N:18]=1)[CH3:2].C(OC1C=[C:34]([CH:36]=CC=1)[NH2:35])C1C=CC=CC=1.N[CH2:40][C:41]([CH3:44])([OH:43])[CH3:42].[CH2:45]([O:52]C1C=CC(N)=CC=1)C1C=CC=CC=1.C([NH2:63])CC, predict the reaction product. The product is: [NH2:63][C:9]1[C:8]2[N:18]=[C:5]([CH2:4][O:3][CH2:1][CH3:2])[N:6]([CH2:19][C:20]([OH:23])([CH3:22])[CH3:21])[C:7]=2[C:16]2[CH:15]=[CH:14][C:13]([O:17][CH2:36][CH2:34][NH:35][C:45](=[O:52])[O:43][C:41]([CH3:44])([CH3:42])[CH3:40])=[CH:12][C:11]=2[N:10]=1. (7) Given the reactants C(OC([N:8]1[CH2:13][CH2:12][CH:11]([N:14]([CH3:20])[CH:15]2[CH2:19][CH2:18][O:17][CH2:16]2)[CH2:10][CH2:9]1)=O)(C)(C)C.C(O)(C(F)(F)F)=O, predict the reaction product. The product is: [CH3:20][N:14]([CH:11]1[CH2:10][CH2:9][NH:8][CH2:13][CH2:12]1)[CH:15]1[CH2:19][CH2:18][O:17][CH2:16]1. (8) Given the reactants [NH:1]([CH2:8][CH2:9][C@H:10]1[N:15]([C:16]([C:18]2[N:19]=[CH:20][N:21]([C@@H:29]3[CH2:34][CH2:33][CH2:32][CH2:31][C@@:30]3([OH:38])[CH2:35][O:36][CH3:37])[C:22]=2[C:23]2[CH:28]=[CH:27][CH:26]=[CH:25][CH:24]=2)=[O:17])[CH2:14][CH2:13][N:12]([C:39]([O:41][CH2:42][C:43]2[CH:48]=[CH:47][CH:46]=[CH:45][CH:44]=2)=[O:40])[CH2:11]1)[C:2]1[CH:7]=[CH:6][CH:5]=[CH:4][CH:3]=1.C(N(CC)CC)C.[C:56](Cl)(=[O:58])[CH3:57].C(=O)([O-])O.[Na+], predict the reaction product. The product is: [C:56]([N:1]([C:2]1[CH:7]=[CH:6][CH:5]=[CH:4][CH:3]=1)[CH2:8][CH2:9][C@H:10]1[N:15]([C:16]([C:18]2[N:19]=[CH:20][N:21]([C@@H:29]3[CH2:34][CH2:33][CH2:32][CH2:31][C@@:30]3([OH:38])[CH2:35][O:36][CH3:37])[C:22]=2[C:23]2[CH:28]=[CH:27][CH:26]=[CH:25][CH:24]=2)=[O:17])[CH2:14][CH2:13][N:12]([C:39]([O:41][CH2:42][C:43]2[CH:48]=[CH:47][CH:46]=[CH:45][CH:44]=2)=[O:40])[CH2:11]1)(=[O:58])[CH3:57].